This data is from Reaction yield outcomes from USPTO patents with 853,638 reactions. The task is: Predict the reaction yield, written as a fraction of the theoretical maximum amount of product (1.0 means a 100% yield; for example, 0.34 means a 34% yield). (1) The reactants are [Cl:1][C:2]1[C:7]([OH:8])=[C:6](I)[CH:5]=[C:4]([CH2:10][OH:11])[N:3]=1.[CH2:12]([Si](C)(C)C)[C:13]#[CH:14].N1CCCCC1.CN(C=O)C. The catalyst is CCOC(C)=O.[Pd](Cl)Cl.C1(P(C2C=CC=CC=2)C2C=CC=CC=2)C=CC=CC=1.C1(P(C2C=CC=CC=2)C2C=CC=CC=2)C=CC=CC=1. The product is [Cl:1][C:2]1[N:3]=[C:4]([CH2:10][OH:11])[CH:5]=[C:6]2[CH:12]=[C:13]([CH3:14])[O:8][C:7]=12. The yield is 0.440. (2) The reactants are [CH2:1]([S:3]([C:6]1[CH:11]=[CH:10][C:9]([C:12]2[S:16][C:15]3[CH:17]=[C:18]([OH:21])[CH:19]=[CH:20][C:14]=3[C:13]=2[O:22][C:23]2[CH:28]=[CH:27][C:26]([O:29][CH2:30][CH2:31][N:32]3[CH2:37][CH2:36][CH2:35][CH2:34][CH2:33]3)=[CH:25][CH:24]=2)=[CH:8][CH:7]=1)(=[O:5])=[O:4])[CH3:2].[ClH:38]. The catalyst is ClCCl.CO.C(OCC)C. The product is [ClH:38].[CH2:1]([S:3]([C:6]1[CH:11]=[CH:10][C:9]([C:12]2[S:16][C:15]3[CH:17]=[C:18]([OH:21])[CH:19]=[CH:20][C:14]=3[C:13]=2[O:22][C:23]2[CH:28]=[CH:27][C:26]([O:29][CH2:30][CH2:31][N:32]3[CH2:37][CH2:36][CH2:35][CH2:34][CH2:33]3)=[CH:25][CH:24]=2)=[CH:8][CH:7]=1)(=[O:5])=[O:4])[CH3:2]. The yield is 0.710.